From a dataset of Catalyst prediction with 721,799 reactions and 888 catalyst types from USPTO. Predict which catalyst facilitates the given reaction. (1) Reactant: [C:1]([O:5][C:6]([N:8]1[CH2:13][CH2:12][N:11]([C:14]2[CH:19]=[CH:18][CH:17]=[C:16]([CH:20]=[O:21])[CH:15]=2)[CH2:10][CH2:9]1)=[O:7])([CH3:4])([CH3:3])[CH3:2].[H-].[H-].[H-].[H-].[Li+].[Al+3]. Product: [C:1]([O:5][C:6]([N:8]1[CH2:9][CH2:10][N:11]([C:14]2[CH:19]=[CH:18][CH:17]=[C:16]([CH2:20][OH:21])[CH:15]=2)[CH2:12][CH2:13]1)=[O:7])([CH3:4])([CH3:2])[CH3:3]. The catalyst class is: 1. (2) Reactant: [CH:1]([NH:4][CH2:5][C:6]1[CH:7]=[C:8]([CH:11]=[CH:12][CH:13]=1)[C:9]#[N:10])([CH3:3])[CH3:2].[C:14]([O:18][C:19]([CH3:22])([CH3:21])[CH3:20])(=[O:17])[CH:15]=[CH2:16].C1CCN2C(=NCCC2)CC1. Product: [C:9]([C:8]1[CH:7]=[C:6]([CH:13]=[CH:12][CH:11]=1)[CH2:5][N:4]([CH:1]([CH3:3])[CH3:2])[CH2:16][CH2:15][C:14]([O:18][C:19]([CH3:22])([CH3:21])[CH3:20])=[O:17])#[N:10]. The catalyst class is: 6. (3) Reactant: [Si:1]([O:8][C@@H:9]1[C@@H:13]([CH2:14][O:15][Si](C(C)(C)C)(C)C)[O:12][C@@H:11]([C:23]2[N:31]3[C:26]([C:27]([NH2:32])=[N:28][CH:29]=[N:30]3)=[CH:25][CH:24]=2)[CH2:10]1)([C:4]([CH3:7])([CH3:6])[CH3:5])([CH3:3])[CH3:2].O.C(O)(C(F)(F)F)=O.C(=O)(O)[O-].[Na+]. Product: [NH2:32][C:27]1[C:26]2=[CH:25][CH:24]=[C:23]([C@@H:11]3[O:12][C@H:13]([CH2:14][OH:15])[C@@H:9]([O:8][Si:1]([C:4]([CH3:7])([CH3:6])[CH3:5])([CH3:2])[CH3:3])[CH2:10]3)[N:31]2[N:30]=[CH:29][N:28]=1. The catalyst class is: 1. (4) Reactant: [Cl:1][C:2]1[CH:3]=[C:4]([C:9]2[O:10][C:11](/[CH:14]=[CH:15]/[N+:16]([O-])=O)=[CH:12][CH:13]=2)[CH:5]=[CH:6][C:7]=1[Cl:8].CO.Cl.CO. Product: [ClH:1].[Cl:1][C:2]1[CH:3]=[C:4]([C:9]2[O:10][C:11]([CH2:14][CH2:15][NH2:16])=[CH:12][CH:13]=2)[CH:5]=[CH:6][C:7]=1[Cl:8]. The catalyst class is: 153. (5) Reactant: [CH2:1]([O:3][CH:4]([O:9][CH2:10][CH3:11])[CH2:5][CH2:6][CH2:7][NH2:8])[CH3:2].C(N(CC)CC)C.[CH3:19][C:20]([O:23][C:24](O[C:24]([O:23][C:20]([CH3:22])([CH3:21])[CH3:19])=[O:25])=[O:25])([CH3:22])[CH3:21]. Product: [CH2:10]([O:9][CH:4]([O:3][CH2:1][CH3:2])[CH2:5][CH2:6][CH2:7][NH:8][C:24](=[O:25])[O:23][C:20]([CH3:22])([CH3:21])[CH3:19])[CH3:11]. The catalyst class is: 2. (6) Reactant: [CH3:1][C:2]1[CH:7]=[CH:6][C:5]([C:8]([CH:10]([CH2:14][CH2:15][C:16](=[O:18])[CH3:17])[C:11]([O-:13])=[O:12])=O)=[CH:4][CH:3]=1.[C:19](O)(=O)[CH3:20].N1CCCCC1.CCOC(C)=O. Product: [CH3:1][C:2]1[CH:7]=[CH:6][C:5]([C:8]2[CH:10]([C:11]([O:13][CH2:19][CH3:20])=[O:12])[CH2:14][CH2:15][C:16](=[O:18])[CH:17]=2)=[CH:4][CH:3]=1. The catalyst class is: 11. (7) Reactant: [Br:1][CH2:2][CH2:3][CH2:4][CH2:5][O:6][CH2:7][CH2:8][CH2:9][CH2:10][CH2:11][O:12]C1CCCCO1.O.C1(C)C=CC(S(O)(=O)=O)=CC=1. Product: [Br:1][CH2:2][CH2:3][CH2:4][CH2:5][O:6][CH2:7][CH2:8][CH2:9][CH2:10][CH2:11][OH:12]. The catalyst class is: 5.